This data is from Blood-brain barrier permeability classification from the B3DB database. The task is: Regression/Classification. Given a drug SMILES string, predict its absorption, distribution, metabolism, or excretion properties. Task type varies by dataset: regression for continuous measurements (e.g., permeability, clearance, half-life) or binary classification for categorical outcomes (e.g., BBB penetration, CYP inhibition). Dataset: b3db_classification. (1) The drug is C=C(CC)C(=O)c1ccc(OCC(=O)O)c(Cl)c1Cl. The result is 0 (does not penetrate BBB). (2) The molecule is NC(CO)(CO)CO. The result is 0 (does not penetrate BBB). (3) The drug is C[C@@H](N)Cc1ccccc1. The result is 1 (penetrates BBB). (4) The compound is CS(=O)(=O)c1ccc(C(O)C(CF)NC(=O)C(Cl)Cl)cc1. The result is 1 (penetrates BBB). (5) The molecule is CC[C@H](NC(=O)c1ccc([N+](=O)[O-])c(C)c1)c1ccc(C)c(C)c1. The result is 1 (penetrates BBB). (6) The drug is Cc1ncc(CSSCc2cnc(C)c(O)c2CO)c(CO)c1O. The result is 1 (penetrates BBB).